Dataset: Forward reaction prediction with 1.9M reactions from USPTO patents (1976-2016). Task: Predict the product of the given reaction. (1) Given the reactants [Cl:1][C:2]1[N:7]=[CH:6][C:5]([OH:8])=[C:4]([I:9])[CH:3]=1.C([O-])([O-])=O.[Cs+].[Cs+].CN(C)C=O.Cl[C:22]([F:27])([F:26])C([O-])=O.[Na+], predict the reaction product. The product is: [Cl:1][C:2]1[CH:3]=[C:4]([I:9])[C:5]([O:8][CH:22]([F:27])[F:26])=[CH:6][N:7]=1. (2) Given the reactants [F:1][C:2]1[CH:10]=[C:9]2[C:5]([C:6](B3OC(C)(C)C(C)(C)O3)=[CH:7][N:8]2[C:11]([O:13][C:14]([CH3:17])([CH3:16])[CH3:15])=[O:12])=[CH:4][CH:3]=1.Br[C:28]1[CH:29]=[CH:30][C:31]2[S:35](=[O:37])(=[O:36])[NH:34][CH:33]([CH3:38])[C:32]=2[CH:39]=1.[O-]P([O-])([O-])=O.[K+].[K+].[K+], predict the reaction product. The product is: [F:1][C:2]1[CH:10]=[C:9]2[C:5]([C:6]([C:28]3[CH:29]=[CH:30][C:31]4[S:35](=[O:36])(=[O:37])[NH:34][CH:33]([CH3:38])[C:32]=4[CH:39]=3)=[CH:7][N:8]2[C:11]([O:13][C:14]([CH3:15])([CH3:16])[CH3:17])=[O:12])=[CH:4][CH:3]=1. (3) Given the reactants [CH3:1][C:2]1[CH:3]=[CH:4][C:5]([C:8]([OH:10])=O)=[N:6][CH:7]=1.[N:11]1([C:17]([O:19][C:20]([CH3:23])([CH3:22])[CH3:21])=[O:18])[CH2:16][CH2:15][NH:14][CH2:13][CH2:12]1.Cl.C(N=C=NCCCN(C)C)C.N1C=CC=CC=1, predict the reaction product. The product is: [CH3:1][C:2]1[CH:3]=[CH:4][C:5]([C:8]([N:14]2[CH2:13][CH2:12][N:11]([C:17]([O:19][C:20]([CH3:23])([CH3:22])[CH3:21])=[O:18])[CH2:16][CH2:15]2)=[O:10])=[N:6][CH:7]=1. (4) The product is: [Br:19][CH2:11][C:8]1[CH:9]=[CH:10][C:2]([Cl:1])=[C:3]([CH:7]=1)[C:4]([NH2:6])=[O:5]. Given the reactants [Cl:1][C:2]1[CH:10]=[CH:9][C:8]([CH3:11])=[CH:7][C:3]=1[C:4]([NH2:6])=[O:5].C1C(=O)N([Br:19])C(=O)C1.CC(N=NC(C#N)(C)C)(C#N)C, predict the reaction product.